This data is from Forward reaction prediction with 1.9M reactions from USPTO patents (1976-2016). The task is: Predict the product of the given reaction. (1) The product is: [OH:22][C:19]([C:16]1[CH:17]=[CH:18][C:13]([C:12]([NH:11][C:4]2[CH:3]=[C:2]([C:30]3[CH:29]=[CH:28][CH:27]=[C:26]([O:25][CH3:24])[CH:31]=3)[N:7]3[N:8]=[CH:9][CH:10]=[C:6]3[N:5]=2)=[O:23])=[CH:14][CH:15]=1)([CH3:21])[CH3:20]. Given the reactants Cl[C:2]1[N:7]2[N:8]=[CH:9][CH:10]=[C:6]2[N:5]=[C:4]([NH:11][C:12](=[O:23])[C:13]2[CH:18]=[CH:17][C:16]([C:19]([OH:22])([CH3:21])[CH3:20])=[CH:15][CH:14]=2)[CH:3]=1.[CH3:24][O:25][C:26]1[CH:27]=[C:28](B(O)O)[CH:29]=[CH:30][CH:31]=1.O1CCOCC1, predict the reaction product. (2) Given the reactants [Si:1]([O:8][C:9]1[CH:18]=[C:17]2[C:12]([CH:13]=[CH:14][CH:15]=[N:16]2)=[CH:11][CH:10]=1)([C:4]([CH3:7])([CH3:6])[CH3:5])([CH3:3])[CH3:2].CO, predict the reaction product. The product is: [Si:1]([O:8][C:9]1[CH:18]=[C:17]2[C:12]([CH2:13][CH2:14][CH2:15][NH:16]2)=[CH:11][CH:10]=1)([C:4]([CH3:7])([CH3:6])[CH3:5])([CH3:3])[CH3:2]. (3) Given the reactants [O:1]1[CH2:3][CH:2]1[CH2:4][O:5][C@H:6]1[CH2:11][CH2:10][C@H:9]([N:12]2[C:17](=[O:18])[C:16]([CH2:19][C:20]3[CH:25]=[CH:24][C:23]([C:26]4[C:27]([C:32]#[N:33])=[CH:28][CH:29]=[CH:30][CH:31]=4)=[CH:22][CH:21]=3)=[C:15]([CH2:34][CH2:35][CH3:36])[N:14]3[N:37]=[CH:38][N:39]=[C:13]23)[CH2:8][CH2:7]1.[FH:40].[K].CCCC[N+](CCCC)(CCCC)CCCC.F.F.[F-].ClC1C=CC=CC=1, predict the reaction product. The product is: [F:40][CH2:3][CH:2]([OH:1])[CH2:4][O:5][C@H:6]1[CH2:11][CH2:10][C@H:9]([N:12]2[C:17](=[O:18])[C:16]([CH2:19][C:20]3[CH:25]=[CH:24][C:23]([C:26]4[C:27]([C:32]#[N:33])=[CH:28][CH:29]=[CH:30][CH:31]=4)=[CH:22][CH:21]=3)=[C:15]([CH2:34][CH2:35][CH3:36])[N:14]3[N:37]=[CH:38][N:39]=[C:13]23)[CH2:8][CH2:7]1. (4) The product is: [Br:31][C:32]1[CH:37]=[C:36]([Cl:38])[CH:35]=[CH:34][C:33]=1[CH2:39][N:3]1[C:2]([CH3:21])([CH3:1])[C:6](=[O:7])[N:5]([C:8]2[CH:15]=[CH:14][C:11]([C:12]#[N:13])=[C:10]([C:16]([F:19])([F:17])[F:18])[CH:9]=2)[C:4]1=[O:20]. Given the reactants [CH3:1][C:2]1([CH3:21])[C:6](=[O:7])[N:5]([C:8]2[CH:15]=[CH:14][C:11]([C:12]#[N:13])=[C:10]([C:16]([F:19])([F:18])[F:17])[CH:9]=2)[C:4](=[O:20])[NH:3]1.BrC1C=CC=CC=1CBr.[Br:31][C:32]1[CH:37]=[C:36]([Cl:38])[CH:35]=[CH:34][C:33]=1[CH2:39]Br, predict the reaction product. (5) Given the reactants [H-].[Na+].[CH:3]1([N:8]2[CH2:29][CH2:28][C:11]3[NH:12][C:13]4[CH:14]=[CH:15][C:16]([C:19]([N:21]5[CH2:26][CH2:25][CH:24]([CH3:27])[CH2:23][CH2:22]5)=[O:20])=[CH:17][C:18]=4[C:10]=3[CH2:9]2)[CH2:7][CH2:6][CH2:5][CH2:4]1.Cl[CH2:31][C:32]1[O:36][C:35]([C:37]([O:39][CH2:40]C)=[O:38])=[CH:34][CH:33]=1, predict the reaction product. The product is: [CH:3]1([N:8]2[CH2:29][CH2:28][C:11]3[N:12]([CH2:31][C:32]4[O:36][C:35]([C:37]([O:39][CH3:40])=[O:38])=[CH:34][CH:33]=4)[C:13]4[CH:14]=[CH:15][C:16]([C:19]([N:21]5[CH2:26][CH2:25][CH:24]([CH3:27])[CH2:23][CH2:22]5)=[O:20])=[CH:17][C:18]=4[C:10]=3[CH2:9]2)[CH2:7][CH2:6][CH2:5][CH2:4]1. (6) Given the reactants [CH:1]([N:4]1[CH2:9][CH2:8][N:7]([C:10]2[CH:28]=[CH:27][C:13]3[NH:14][C:15]([C:17]4[CH:22]=[CH:21][C:20]([NH2:23])=[C:19]([N+:24]([O-])=O)[CH:18]=4)=[N:16][C:12]=3[CH:11]=2)[CH2:6][CH2:5]1)([CH3:3])[CH3:2], predict the reaction product. The product is: [CH:1]([N:4]1[CH2:9][CH2:8][N:7]([C:10]2[CH:28]=[CH:27][C:13]3[NH:14][C:15]([C:17]4[CH:18]=[C:19]([NH2:24])[C:20]([NH2:23])=[CH:21][CH:22]=4)=[N:16][C:12]=3[CH:11]=2)[CH2:6][CH2:5]1)([CH3:3])[CH3:2].